This data is from Forward reaction prediction with 1.9M reactions from USPTO patents (1976-2016). The task is: Predict the product of the given reaction. (1) The product is: [CH3:1][C:2]([CH3:17])([CH3:16])[CH2:3][C:4]1[N:21]=[N:20][C:13]2[CH2:12][CH2:11][CH2:10][CH2:9][CH2:8][CH2:7][C:6]=2[CH:5]=1. Given the reactants [CH3:1][C:2]([CH3:17])([CH3:16])[CH2:3][C:4](=O)[CH2:5][C:6]1[C:7](=O)[CH2:8][CH2:9][CH2:10][CH2:11][CH2:12][CH:13]=1.O.O.[NH2:20][NH2:21].C(O)(=O)C, predict the reaction product. (2) Given the reactants Br[C:2]1[CH:7]=[CH:6][C:5]([C:8]2[N:9]([CH2:14][C@@H:15]3[CH2:19][CH2:18][N:17]([C:20]([CH:22]4[CH2:24][CH2:23]4)=[O:21])[CH2:16]3)[C:10](=[O:13])[NH:11][N:12]=2)=[CH:4][CH:3]=1.[NH:25]1[C:33]2[C:28](=[CH:29][C:30](B(O)O)=[CH:31][CH:32]=2)[CH:27]=[CH:26]1.[O-]P([O-])([O-])=O.[K+].[K+].[K+], predict the reaction product. The product is: [CH:22]1([C:20]([N:17]2[CH2:18][CH2:19][C@@H:15]([CH2:14][N:9]3[C:8]([C:5]4[CH:6]=[CH:7][C:2]([C:30]5[CH:29]=[C:28]6[C:33](=[CH:32][CH:31]=5)[NH:25][CH:26]=[CH:27]6)=[CH:3][CH:4]=4)=[N:12][NH:11][C:10]3=[O:13])[CH2:16]2)=[O:21])[CH2:24][CH2:23]1. (3) Given the reactants C(O)(=O)/C=C/C(O)=O.[Cl:9][C:10]1[N:15]=[N:14][C:13]([O:16]C(O)C)=[C:12]([N:20]2[CH2:25][CH2:24][NH:23][CH2:22][CH2:21]2)[CH:11]=1, predict the reaction product. The product is: [Cl:9][C:10]1[N:15]=[N:14][C:13]([OH:16])=[C:12]([N:20]2[CH2:25][CH2:24][NH:23][CH2:22][CH2:21]2)[CH:11]=1. (4) The product is: [CH3:38][CH:37]([O:36][C:34](=[O:35])[NH:21][C:17]1[C:16]([NH2:22])=[N:15][C:14]([N:7]2[C:8]3[C:13](=[CH:12][CH:11]=[CH:10][CH:9]=3)[C:5]([O:4][C:3]3[CH:23]=[CH:24][CH:25]=[CH:26][C:2]=3[F:1])=[N:6]2)=[N:19][C:18]=1[NH2:20])[CH3:39]. Given the reactants [F:1][C:2]1[CH:26]=[CH:25][CH:24]=[CH:23][C:3]=1[O:4][C:5]1[C:13]2[C:8](=[CH:9][CH:10]=[CH:11][CH:12]=2)[N:7]([C:14]2[N:19]=[C:18]([NH2:20])[C:17]([NH2:21])=[C:16]([NH2:22])[N:15]=2)[N:6]=1.N1C=CC=CC=1.Cl[C:34]([O:36][CH:37]([CH3:39])[CH3:38])=[O:35], predict the reaction product. (5) Given the reactants [CH3:1][O:2][CH2:3][CH2:4][NH:5][C:6]([N:8]1[CH2:13][CH:12]([C:14]2[CH:19]=[CH:18][C:17]([C:20]([F:23])([F:22])[F:21])=[CH:16][CH:15]=2)[CH2:11][CH:10]([C:24](O)=[O:25])[CH2:9]1)=[O:7].O[N:28]=[C:29]([NH2:31])[CH3:30], predict the reaction product. The product is: [CH3:1][O:2][CH2:3][CH2:4][NH:5][C:6]([N:8]1[CH2:13][CH:12]([C:14]2[CH:15]=[CH:16][C:17]([C:20]([F:23])([F:22])[F:21])=[CH:18][CH:19]=2)[CH2:11][CH:10]([C:24]2[O:25][N:31]=[C:29]([CH3:30])[N:28]=2)[CH2:9]1)=[O:7]. (6) The product is: [Cl:16][C:17]1[CH:22]=[CH:21][CH:20]=[CH:19][C:18]=1[S:23]([N:9]1[CH2:8][CH2:7][C:6]2([C:4](=[O:5])[N:36]([CH2:35][CH2:34][C:31]3[CH:32]=[CH:33][C:28]([Cl:27])=[CH:29][CH:30]=3)[CH2:13][CH2:12]2)[CH2:11][CH2:10]1)(=[O:25])=[O:24]. Given the reactants C(O[C:4]([C:6]1([CH2:12][CH2:13]OC)[CH2:11][CH2:10][NH:9][CH2:8][CH2:7]1)=[O:5])C.[Cl:16][C:17]1[CH:22]=[CH:21][CH:20]=[CH:19][C:18]=1[S:23](Cl)(=[O:25])=[O:24].[Cl:27][C:28]1[CH:33]=[CH:32][C:31]([CH2:34][CH2:35][NH2:36])=[CH:30][CH:29]=1, predict the reaction product.